From a dataset of Forward reaction prediction with 1.9M reactions from USPTO patents (1976-2016). Predict the product of the given reaction. (1) Given the reactants [Cl:1][C:2]1[CH:46]=[CH:45][C:5]([C:6]2[C:11]([C:12]3[CH:21]=[CH:20][C:19]4[C:14](=[CH:15][CH:16]=[C:17]([C:22]5[N:26]([CH:27]6[CH2:32][CH2:31][CH2:30][CH2:29][CH2:28]6)[C:25]6[CH:33]=[CH:34][C:35]([C:37]([OH:39])=[O:38])=[CH:36][C:24]=6[N:23]=5)[CH:18]=4)[N:13]=3)=[CH:10][C:9]([O:40][CH2:41][CH2:42][O:43]C)=[CH:8][CH:7]=2)=[CH:4][CH:3]=1.BrCC([N:51]1[CH2:55][CH2:54][CH2:53][CH2:52]1)=O.BrCCOC, predict the reaction product. The product is: [Cl:1][C:2]1[CH:3]=[CH:4][C:5]([C:6]2[C:11]([C:12]3[CH:21]=[CH:20][C:19]4[C:14](=[CH:15][CH:16]=[C:17]([C:22]5[N:26]([CH:27]6[CH2:28][CH2:29][CH2:30][CH2:31][CH2:32]6)[C:25]6[CH:33]=[CH:34][C:35]([C:37]([OH:39])=[O:38])=[CH:36][C:24]=6[N:23]=5)[CH:18]=4)[N:13]=3)=[CH:10][C:9]([O:40][CH2:41][C:42](=[O:43])[N:51]3[CH2:55][CH2:54][CH2:53][CH2:52]3)=[CH:8][CH:7]=2)=[CH:45][CH:46]=1. (2) Given the reactants CCC(CCCCC(N[C@H](C([NH:18][C@H:19]([C:23]([NH:25][C@H:26]([C:30]([NH:32][C@@H:33]1[C:61](=[O:62])[NH:60][C@H:59]([CH2:63][CH2:64][NH2:65])[C:57](=[O:58])[NH:56][C@H:55]([CH2:66][C:67]2[CH:68]=[CH:69][CH:70]=[CH:71][CH:72]=2)[C:53](=[O:54])[NH:52][C@@H:51]([CH2:73][CH:74]([CH3:76])[CH3:75])[C:49](=[O:50])[NH:48][C@@H:47]([CH2:77][CH2:78][NH2:79])[C:45](=[O:46])[NH:44][C@@H:43]([CH2:80][CH2:81][NH2:82])[C:41](=[O:42])[NH:40][C@@H:39]([C@H:83]([OH:85])[CH3:84])[C:37](=[O:38])[NH:36][CH2:35][CH2:34]1)=[O:31])[CH2:27][CH2:28][NH2:29])=[O:24])[C@H:20]([OH:22])[CH3:21])=O)CCN)=O)C.P([O-])([O-])([O-])=O.[K+].[K+].[K+].[Cl-].[K+].C(N(CC(O)=O)CC(O)=O)CN(CC(O)=O)CC(O)=O.N[C@H](C(O)=O)CS, predict the reaction product. The product is: [CH3:84][C@@H:83]([OH:85])[C@@H:39]1[NH:40][C:41](=[O:42])[C@H:43]([CH2:80][CH2:81][NH2:82])[NH:44][C:45](=[O:46])[C@H:47]([CH2:77][CH2:78][NH2:79])[NH:48][C:49](=[O:50])[C@H:51]([CH2:73][CH:74]([CH3:75])[CH3:76])[NH:52][C:53](=[O:54])[C@H:55]([CH2:66][C:67]2[CH:72]=[CH:71][CH:70]=[CH:69][CH:68]=2)[NH:56][C:57](=[O:58])[C@H:59]([CH2:63][CH2:64][NH2:65])[NH:60][C:61](=[O:62])[C@@H:33]([NH:32][C:30]([C@@H:26]([NH:25][C:23]([C@@H:19]([NH2:18])[C@H:20]([OH:22])[CH3:21])=[O:24])[CH2:27][CH2:28][NH2:29])=[O:31])[CH2:34][CH2:35][NH:36][C:37]1=[O:38]. (3) Given the reactants [NH2:1]N.[Si:3]([O:10][CH2:11][CH2:12][CH2:13][CH2:14][N:15]1[C:27]2[C:26]3[CH:25]=[CH:24][CH:23]=[CH:22][C:21]=3[N:20]=[CH:19][C:18]=2[N:17]=[C:16]1[CH2:28][N:29]1C(=O)C2C(=CC=CC=2)C1=O)([C:6]([CH3:9])([CH3:8])[CH3:7])([CH3:5])[CH3:4], predict the reaction product. The product is: [OH-:10].[NH4+:15].[NH2:29][CH2:28][C:16]1[N:15]([CH2:14][CH2:13][CH2:12][CH2:11][O:10][Si:3]([C:6]([CH3:9])([CH3:7])[CH3:8])([CH3:5])[CH3:4])[C:27]2[C:26]3[CH:25]=[CH:24][CH:23]=[CH:22][C:21]=3[N:20]=[C:19]([NH2:1])[C:18]=2[N:17]=1. (4) Given the reactants [OH-].[K+].[NH2:3][C:4]1[C:9]([C:10]([O:12]C)=[O:11])=[CH:8][C:7]([C:14]2[CH:15]=[N:16][N:17]([CH:19]3[CH2:24][CH2:23][N:22]([CH3:25])[CH2:21][CH2:20]3)[CH:18]=2)=[CH:6][N:5]=1.Cl, predict the reaction product. The product is: [NH2:3][C:4]1[C:9]([C:10]([OH:12])=[O:11])=[CH:8][C:7]([C:14]2[CH:15]=[N:16][N:17]([CH:19]3[CH2:24][CH2:23][N:22]([CH3:25])[CH2:21][CH2:20]3)[CH:18]=2)=[CH:6][N:5]=1. (5) Given the reactants [OH:1][C:2]1[CH:9]=[CH:8][C:5]([CH:6]=O)=[CH:4][CH:3]=1.[S:10]1[CH2:14][C:13](=[O:15])[NH:12][C:11]1=[O:16].C(O)(=O)C1C=CC=CC=1.N1CCCCC1, predict the reaction product. The product is: [OH:1][C:2]1[CH:9]=[CH:8][C:5]([CH:6]=[C:14]2[S:10][C:11](=[O:16])[NH:12][C:13]2=[O:15])=[CH:4][CH:3]=1. (6) Given the reactants [F-].C([N+](CCCC)(CCCC)CCCC)CCC.[CH3:19][O:20][C:21](=[O:60])[CH2:22][C:23]1[CH:28]=[CH:27][C:26]([C:29]2[CH:34]=[CH:33][C:32]([C:35]([CH2:57][CH3:58])([C:38]3[CH:43]=[CH:42][C:41]([C:44]#[C:45][C:46]4([O:51][Si](C)(C)C)[CH2:50][CH2:49][CH2:48][CH2:47]4)=[C:40]([CH3:56])[CH:39]=3)[CH2:36][CH3:37])=[CH:31][C:30]=2[CH3:59])=[CH:25][N:24]=1, predict the reaction product. The product is: [CH3:19][O:20][C:21](=[O:60])[CH2:22][C:23]1[CH:28]=[CH:27][C:26]([C:29]2[CH:34]=[CH:33][C:32]([C:35]([CH2:36][CH3:37])([C:38]3[CH:43]=[CH:42][C:41]([C:44]#[C:45][C:46]4([OH:51])[CH2:50][CH2:49][CH2:48][CH2:47]4)=[C:40]([CH3:56])[CH:39]=3)[CH2:57][CH3:58])=[CH:31][C:30]=2[CH3:59])=[CH:25][N:24]=1.